From a dataset of Forward reaction prediction with 1.9M reactions from USPTO patents (1976-2016). Predict the product of the given reaction. (1) Given the reactants [Br:1][C:2]1[CH:3]=[C:4]([C:9]2[CH:13]([OH:14])[C:12]([CH3:16])([CH3:15])[O:11][N:10]=2)[CH:5]=[CH:6][C:7]=1[CH3:8].O.S(=O)(=O)(O)O, predict the reaction product. The product is: [Br:1][C:2]1[CH:3]=[C:4]([C:9]2[C:13](=[O:14])[C:12]([CH3:16])([CH3:15])[O:11][N:10]=2)[CH:5]=[CH:6][C:7]=1[CH3:8]. (2) Given the reactants BrC1C=CC=CC=1[O:8]C.C(=O)([O-])[O-].[Cs+].[Cs+].[CH:16]1([P:22]([CH:39]2[CH2:44][CH2:43][CH2:42][CH2:41][CH2:40]2)[C:23]2[CH:28]=[CH:27][CH:26]=[CH:25][C:24]=2[C:29]2[C:34]([O:35][CH3:36])=[CH:33][CH:32]=[CH:31][C:30]=2[O:37][CH3:38])[CH2:21][CH2:20][CH2:19][CH2:18][CH2:17]1.O.NN, predict the reaction product. The product is: [CH:39]1([P:22]([CH:16]2[CH2:21][CH2:20][CH2:19][CH2:18][CH2:17]2)([C:23]2[CH:28]=[CH:27][CH:26]=[CH:25][C:24]=2[C:29]2[C:34]([O:35][CH3:36])=[CH:33][CH:32]=[CH:31][C:30]=2[O:37][CH3:38])=[O:8])[CH2:40][CH2:41][CH2:42][CH2:43][CH2:44]1. (3) Given the reactants Br[C:2]1[CH:9]=[C:8]([O:10][C:11]2[CH:16]=[CH:15][CH:14]=[C:13]([N+:17]([O-:19])=[O:18])[CH:12]=2)[CH:7]=[CH:6][C:3]=1[CH:4]=[O:5].[B:20]1([B:20]2[O:24][C:23]([CH3:26])([CH3:25])[C:22]([CH3:28])([CH3:27])[O:21]2)[O:24][C:23]([CH3:26])([CH3:25])[C:22]([CH3:28])([CH3:27])[O:21]1.C([O-])(=O)C.[K+].ClCCl, predict the reaction product. The product is: [N+:17]([C:13]1[CH:12]=[C:11]([CH:16]=[CH:15][CH:14]=1)[O:10][C:8]1[CH:7]=[CH:6][C:3]([CH:4]=[O:5])=[C:2]([B:20]2[O:24][C:23]([CH3:26])([CH3:25])[C:22]([CH3:28])([CH3:27])[O:21]2)[CH:9]=1)([O-:19])=[O:18]. (4) Given the reactants C(OC(=O)[NH:7][C@@H:8]([C:10]1[N:14]([C:15]2[CH:20]=[CH:19][CH:18]=[CH:17][CH:16]=2)[C:13]2[CH:21]=[CH:22][CH:23]=[C:24]([CH3:25])[C:12]=2[N:11]=1)[CH3:9])(C)(C)C.C(O)(C(F)(F)F)=O, predict the reaction product. The product is: [CH3:25][C:24]1[C:12]2[N:11]=[C:10]([C@H:8]([NH2:7])[CH3:9])[N:14]([C:15]3[CH:20]=[CH:19][CH:18]=[CH:17][CH:16]=3)[C:13]=2[CH:21]=[CH:22][CH:23]=1. (5) Given the reactants [C:1]([C:3]1[N:7]2[CH:8]=[C:9]([C:12]3[CH:32]=[CH:31][C:15]([C:16]([N:18]4[CH2:23][CH2:22][N:21]([C:24]([O:26][C:27]([CH3:30])([CH3:29])[CH3:28])=[O:25])[CH2:20][CH2:19]4)=[O:17])=[CH:14][CH:13]=3)[CH:10]=[CH:11][C:6]2=[N:5][CH:4]=1)#[CH:2].Br[C:34]1[CH:39]=[CH:38][N:37]=[C:36]([NH:40][C:41](=[O:48])[C:42]2[CH:47]=[CH:46][CH:45]=[CH:44][CH:43]=2)[CH:35]=1, predict the reaction product. The product is: [C:41]([NH:40][C:36]1[CH:35]=[C:34]([C:2]#[C:1][C:3]2[N:7]3[CH:8]=[C:9]([C:12]4[CH:13]=[CH:14][C:15]([C:16]([N:18]5[CH2:23][CH2:22][N:21]([C:24]([O:26][C:27]([CH3:28])([CH3:29])[CH3:30])=[O:25])[CH2:20][CH2:19]5)=[O:17])=[CH:31][CH:32]=4)[CH:10]=[CH:11][C:6]3=[N:5][CH:4]=2)[CH:39]=[CH:38][N:37]=1)(=[O:48])[C:42]1[CH:43]=[CH:44][CH:45]=[CH:46][CH:47]=1. (6) Given the reactants C([N:4]([CH:7]([CH3:9])C)[CH2:5]C)(C)C.CS(O[CH2:15][C:16]1[CH:21]=[CH:20][C:19]([C:22]2[CH:27]=[CH:26][C:25]([C@H:28]3[O:32]C(C)(C)[N:30]([C:35](=[O:39])[CH:36]([Cl:38])[Cl:37])[C@@H:29]3[CH2:40][F:41])=[CH:24][CH:23]=2)=[CH:18][N:17]=1)(=O)=O.N1CCC1.Cl, predict the reaction product. The product is: [N:4]1([CH2:15][C:16]2[N:17]=[CH:18][C:19]([C:22]3[CH:23]=[CH:24][C:25]([C@@H:28]([OH:32])[C@H:29]([NH:30][C:35](=[O:39])[CH:36]([Cl:38])[Cl:37])[CH2:40][F:41])=[CH:26][CH:27]=3)=[CH:20][CH:21]=2)[CH2:5][CH2:9][CH2:7]1. (7) The product is: [Cl:26][C:18]1[CH:19]=[CH:20][C:21]([N+:23]([O-:25])=[O:24])=[CH:22][C:17]=1[C:15]([NH:14][C:11]1[CH:12]=[CH:13][C:8]([C:6]([OH:7])=[O:5])=[CH:9][CH:10]=1)=[O:16]. Given the reactants [OH-].[Na+].C([O:5][C:6]([C:8]1[CH:13]=[CH:12][C:11]([NH:14][C:15]([C:17]2[CH:22]=[C:21]([N+:23]([O-:25])=[O:24])[CH:20]=[CH:19][C:18]=2[Cl:26])=[O:16])=[CH:10][CH:9]=1)=[O:7])C, predict the reaction product.